This data is from Reaction yield outcomes from USPTO patents with 853,638 reactions. The task is: Predict the reaction yield, written as a fraction of the theoretical maximum amount of product (1.0 means a 100% yield; for example, 0.34 means a 34% yield). (1) The reactants are [C:1]1([C:7]2[O:11][C:10]([CH:12]=[O:13])=[CH:9][CH:8]=2)[CH:6]=[CH:5][CH:4]=[CH:3][CH:2]=1.CC(=CC)C.[OH:19]P([O-])(O)=O.[K+].[O-]Cl=O.[Na+]. The catalyst is O.CC(O)(C)C.[OH-].[Na+].C1COCC1. The product is [C:1]1([C:7]2[O:11][C:10]([C:12]([OH:19])=[O:13])=[CH:9][CH:8]=2)[CH:2]=[CH:3][CH:4]=[CH:5][CH:6]=1. The yield is 0.702. (2) The reactants are [Br:1][C:2]1[CH:3]=[C:4]([CH:6]=[CH:7][C:8]=1[F:9])[NH2:5].Cl[C:11](Cl)(Cl)[CH:12]([OH:14])O.Cl.[NH2:18][OH:19].S([O-])([O-])(=O)=O.[Na+].[Na+].Cl. The catalyst is O. The product is [Br:1][C:2]1[CH:3]=[C:4]([NH:5][C:12](=[O:14])[CH:11]=[N:18][OH:19])[CH:6]=[CH:7][C:8]=1[F:9]. The yield is 0.610. (3) The reactants are Cl[CH2:2][CH2:3][CH2:4]/[C:5](=[N:12]\[S@:13]([C:15]([CH3:18])([CH3:17])[CH3:16])=[O:14])/[CH:6]1[CH2:11][CH2:10][CH2:9][CH2:8][CH2:7]1.CC(C[AlH]CC(C)C)C.[Li+].C[Si]([N-][Si](C)(C)C)(C)C. No catalyst specified. The product is [CH3:16][C:15]([S@@:13]([N:12]1[CH2:2][CH2:3][CH2:4][C@H:5]1[CH:6]1[CH2:11][CH2:10][CH2:9][CH2:8][CH2:7]1)=[O:14])([CH3:18])[CH3:17]. The yield is 0.950.